From a dataset of NCI-60 drug combinations with 297,098 pairs across 59 cell lines. Regression. Given two drug SMILES strings and cell line genomic features, predict the synergy score measuring deviation from expected non-interaction effect. (1) Drug 1: CCCCCOC(=O)NC1=NC(=O)N(C=C1F)C2C(C(C(O2)C)O)O. Drug 2: C#CCC(CC1=CN=C2C(=N1)C(=NC(=N2)N)N)C3=CC=C(C=C3)C(=O)NC(CCC(=O)O)C(=O)O. Cell line: BT-549. Synergy scores: CSS=8.06, Synergy_ZIP=1.67, Synergy_Bliss=-3.70, Synergy_Loewe=-15.5, Synergy_HSA=-9.50. (2) Drug 1: C1=C(C(=O)NC(=O)N1)F. Drug 2: C1C(C(OC1N2C=NC(=NC2=O)N)CO)O. Cell line: MOLT-4. Synergy scores: CSS=74.3, Synergy_ZIP=4.17, Synergy_Bliss=4.38, Synergy_Loewe=8.03, Synergy_HSA=15.8. (3) Drug 1: C1=CN(C(=O)N=C1N)C2C(C(C(O2)CO)O)O.Cl. Drug 2: CC1=C(C(CCC1)(C)C)C=CC(=CC=CC(=CC(=O)O)C)C. Cell line: OVCAR-4. Synergy scores: CSS=0.0470, Synergy_ZIP=-0.612, Synergy_Bliss=-0.302, Synergy_Loewe=-3.27, Synergy_HSA=-1.18. (4) Drug 1: CC1=CC2C(CCC3(C2CCC3(C(=O)C)OC(=O)C)C)C4(C1=CC(=O)CC4)C. Drug 2: CCN(CC)CCCC(C)NC1=C2C=C(C=CC2=NC3=C1C=CC(=C3)Cl)OC. Cell line: SK-MEL-5. Synergy scores: CSS=-7.25, Synergy_ZIP=3.73, Synergy_Bliss=-3.19, Synergy_Loewe=-52.3, Synergy_HSA=-12.9. (5) Drug 1: C1CCC(C1)C(CC#N)N2C=C(C=N2)C3=C4C=CNC4=NC=N3. Drug 2: CN(C(=O)NC(C=O)C(C(C(CO)O)O)O)N=O. Cell line: SNB-19. Synergy scores: CSS=-3.62, Synergy_ZIP=0.580, Synergy_Bliss=-5.09, Synergy_Loewe=-8.13, Synergy_HSA=-8.00. (6) Drug 1: CC1C(C(CC(O1)OC2CC(CC3=C2C(=C4C(=C3O)C(=O)C5=C(C4=O)C(=CC=C5)OC)O)(C(=O)CO)O)N)O.Cl. Drug 2: CCCCC(=O)OCC(=O)C1(CC(C2=C(C1)C(=C3C(=C2O)C(=O)C4=C(C3=O)C=CC=C4OC)O)OC5CC(C(C(O5)C)O)NC(=O)C(F)(F)F)O. Cell line: MALME-3M. Synergy scores: CSS=74.0, Synergy_ZIP=0.0677, Synergy_Bliss=5.32, Synergy_Loewe=4.48, Synergy_HSA=9.85.